Dataset: Forward reaction prediction with 1.9M reactions from USPTO patents (1976-2016). Task: Predict the product of the given reaction. (1) Given the reactants [CH2:1]([C:3]1[CH:4]=[C:5]([CH:8]=[CH:9][C:10]=1[N:11]([CH3:22])[C:12]1[N:17]=[CH:16][C:15]2[N:18]=[CH:19][N:20]([CH3:21])[C:14]=2[CH:13]=1)[CH:6]=[O:7])[CH3:2].C[Si](C)(C)[C:25]([F:28])([F:27])[F:26], predict the reaction product. The product is: [CH2:1]([C:3]1[CH:4]=[C:5]([CH:6]([OH:7])[C:25]([F:28])([F:27])[F:26])[CH:8]=[CH:9][C:10]=1[N:11]([CH3:22])[C:12]1[N:17]=[CH:16][C:15]2[N:18]=[CH:19][N:20]([CH3:21])[C:14]=2[CH:13]=1)[CH3:2]. (2) Given the reactants [Br:1][C:2]1[CH:3]=[C:4](I)[C:5]([Cl:8])=[N:6][CH:7]=1.C([Mg]Cl)(C)C.[Cl:15][C:16]1[C:21]([F:22])=[CH:20][CH:19]=[C:18]([O:23][CH3:24])[C:17]=1[CH:25]([CH3:28])[CH:26]=[O:27], predict the reaction product. The product is: [Br:1][C:2]1[CH:3]=[C:4]([CH:26]([OH:27])[CH:25]([C:17]2[C:18]([O:23][CH3:24])=[CH:19][CH:20]=[C:21]([F:22])[C:16]=2[Cl:15])[CH3:28])[C:5]([Cl:8])=[N:6][CH:7]=1. (3) The product is: [Cl:1][C:2]1[N:7]=[C:6]([NH:8][C@@H:9]([C:13]([CH3:14])([CH3:16])[CH3:15])[CH2:10][S:20]([CH3:24])(=[O:22])=[O:19])[C:5]([F:17])=[CH:4][N:3]=1. Given the reactants [Cl:1][C:2]1[N:7]=[C:6]([NH:8][C@@H:9]([C:13]([CH3:16])([CH3:15])[CH3:14])[CH2:10]SC)[C:5]([F:17])=[CH:4][N:3]=1.O[O:19][S:20]([O-:22])=O.[K+].[CH3:24]O, predict the reaction product. (4) The product is: [NH2:1][C:4]1[CH:9]=[CH:8][C:7]([C:10]2[N:11]=[C:12]([C@@H:15]3[CH2:19][CH2:18][CH2:17][N:16]3[C:20](=[O:28])[CH2:21][C:22]3[CH:27]=[CH:26][CH:25]=[CH:24][CH:23]=3)[NH:13][CH:14]=2)=[CH:6][CH:5]=1. Given the reactants [N+:1]([C:4]1[CH:9]=[CH:8][C:7]([C:10]2[N:11]=[C:12]([C@@H:15]3[CH2:19][CH2:18][CH2:17][N:16]3[C:20](=[O:28])[CH2:21][C:22]3[CH:27]=[CH:26][CH:25]=[CH:24][CH:23]=3)[NH:13][CH:14]=2)=[CH:6][CH:5]=1)([O-])=O.CO.O1CCCC1.[Cl-].[NH4+], predict the reaction product. (5) Given the reactants CS(O[CH2:6][CH:7]1[CH2:12][CH2:11][N:10]([C:13]([O:15][C:16]([CH3:19])([CH3:18])[CH3:17])=[O:14])[CH2:9][CH2:8]1)(=O)=O.[N-:20]=[N+:21]=[N-:22].[Na+], predict the reaction product. The product is: [N:20]([CH2:6][CH:7]1[CH2:12][CH2:11][N:10]([C:13]([O:15][C:16]([CH3:19])([CH3:18])[CH3:17])=[O:14])[CH2:9][CH2:8]1)=[N+:21]=[N-:22].